From a dataset of Full USPTO retrosynthesis dataset with 1.9M reactions from patents (1976-2016). Predict the reactants needed to synthesize the given product. Given the product [CH2:1]([O:8][C:9]1[CH:10]=[CH:11][C:12]([N:15]([CH2:16][C:17]2[CH:22]=[CH:21][CH:20]=[C:19]([O:23][CH:24]3[CH2:29][CH2:28][CH2:27][CH2:26][O:25]3)[CH:18]=2)[S:45]([C:38]2[C:39]([CH3:44])=[CH:40][C:41]([CH3:43])=[CH:42][C:37]=2[CH3:49])(=[O:47])=[O:46])=[CH:13][CH:14]=1)[C:2]1[CH:3]=[CH:4][CH:5]=[CH:6][CH:7]=1, predict the reactants needed to synthesize it. The reactants are: [CH2:1]([O:8][C:9]1[CH:14]=[CH:13][C:12]([NH:15][CH2:16][C:17]2[CH:22]=[CH:21][CH:20]=[C:19]([O:23][CH:24]3[CH2:29][CH2:28][CH2:27][CH2:26][O:25]3)[CH:18]=2)=[CH:11][CH:10]=1)[C:2]1[CH:7]=[CH:6][CH:5]=[CH:4][CH:3]=1.C(N(CC)CC)C.[C:37]1([CH3:49])[CH:42]=[C:41]([CH3:43])[CH:40]=[C:39]([CH3:44])[C:38]=1[S:45](Cl)(=[O:47])=[O:46].